From a dataset of NCI-60 drug combinations with 297,098 pairs across 59 cell lines. Regression. Given two drug SMILES strings and cell line genomic features, predict the synergy score measuring deviation from expected non-interaction effect. (1) Drug 1: CCC1=CC2CC(C3=C(CN(C2)C1)C4=CC=CC=C4N3)(C5=C(C=C6C(=C5)C78CCN9C7C(C=CC9)(C(C(C8N6C)(C(=O)OC)O)OC(=O)C)CC)OC)C(=O)OC.C(C(C(=O)O)O)(C(=O)O)O. Drug 2: C#CCC(CC1=CN=C2C(=N1)C(=NC(=N2)N)N)C3=CC=C(C=C3)C(=O)NC(CCC(=O)O)C(=O)O. Cell line: HCC-2998. Synergy scores: CSS=63.6, Synergy_ZIP=2.49, Synergy_Bliss=4.50, Synergy_Loewe=4.35, Synergy_HSA=4.06. (2) Drug 1: CCC1(CC2CC(C3=C(CCN(C2)C1)C4=CC=CC=C4N3)(C5=C(C=C6C(=C5)C78CCN9C7C(C=CC9)(C(C(C8N6C)(C(=O)OC)O)OC(=O)C)CC)OC)C(=O)OC)O.OS(=O)(=O)O. Drug 2: C1C(C(OC1N2C=NC3=C2NC=NCC3O)CO)O. Cell line: HCT-15. Synergy scores: CSS=8.52, Synergy_ZIP=-3.06, Synergy_Bliss=-6.78, Synergy_Loewe=4.81, Synergy_HSA=-2.00. (3) Drug 2: C#CCC(CC1=CN=C2C(=N1)C(=NC(=N2)N)N)C3=CC=C(C=C3)C(=O)NC(CCC(=O)O)C(=O)O. Drug 1: CNC(=O)C1=NC=CC(=C1)OC2=CC=C(C=C2)NC(=O)NC3=CC(=C(C=C3)Cl)C(F)(F)F. Cell line: EKVX. Synergy scores: CSS=1.10, Synergy_ZIP=-0.918, Synergy_Bliss=-3.00, Synergy_Loewe=-101, Synergy_HSA=-4.41. (4) Drug 1: C1=CC=C(C=C1)NC(=O)CCCCCCC(=O)NO. Drug 2: CN(CC1=CN=C2C(=N1)C(=NC(=N2)N)N)C3=CC=C(C=C3)C(=O)NC(CCC(=O)O)C(=O)O. Cell line: SF-295. Synergy scores: CSS=17.8, Synergy_ZIP=0.507, Synergy_Bliss=-2.15, Synergy_Loewe=-43.4, Synergy_HSA=-4.74. (5) Drug 1: CNC(=O)C1=CC=CC=C1SC2=CC3=C(C=C2)C(=NN3)C=CC4=CC=CC=N4. Drug 2: CC1=C2C(C(=O)C3(C(CC4C(C3C(C(C2(C)C)(CC1OC(=O)C(C(C5=CC=CC=C5)NC(=O)C6=CC=CC=C6)O)O)OC(=O)C7=CC=CC=C7)(CO4)OC(=O)C)O)C)OC(=O)C. Cell line: NCI-H322M. Synergy scores: CSS=38.7, Synergy_ZIP=10.2, Synergy_Bliss=9.31, Synergy_Loewe=-35.7, Synergy_HSA=8.72. (6) Drug 1: CCCS(=O)(=O)NC1=C(C(=C(C=C1)F)C(=O)C2=CNC3=C2C=C(C=N3)C4=CC=C(C=C4)Cl)F. Cell line: U251. Synergy scores: CSS=7.54, Synergy_ZIP=-2.07, Synergy_Bliss=-0.109, Synergy_Loewe=0.184, Synergy_HSA=0.637. Drug 2: CC1=CC=C(C=C1)C2=CC(=NN2C3=CC=C(C=C3)S(=O)(=O)N)C(F)(F)F. (7) Drug 1: CCC1=C2CN3C(=CC4=C(C3=O)COC(=O)C4(CC)O)C2=NC5=C1C=C(C=C5)O. Drug 2: B(C(CC(C)C)NC(=O)C(CC1=CC=CC=C1)NC(=O)C2=NC=CN=C2)(O)O. Cell line: HL-60(TB). Synergy scores: CSS=59.6, Synergy_ZIP=-2.51, Synergy_Bliss=-2.57, Synergy_Loewe=-5.18, Synergy_HSA=-1.15. (8) Drug 1: CC1=C2C(C(=O)C3(C(CC4C(C3C(C(C2(C)C)(CC1OC(=O)C(C(C5=CC=CC=C5)NC(=O)OC(C)(C)C)O)O)OC(=O)C6=CC=CC=C6)(CO4)OC(=O)C)OC)C)OC. Drug 2: C1CCC(C(C1)N)N.C(=O)(C(=O)[O-])[O-].[Pt+4]. Cell line: HS 578T. Synergy scores: CSS=71.5, Synergy_ZIP=23.2, Synergy_Bliss=19.6, Synergy_Loewe=-12.4, Synergy_HSA=19.8.